This data is from Full USPTO retrosynthesis dataset with 1.9M reactions from patents (1976-2016). The task is: Predict the reactants needed to synthesize the given product. (1) Given the product [CH:1]1([CH2:4][O:5][C:6]2[C:29]([CH2:30][N:38]([CH3:39])[CH3:37])=[CH:28][C:9]3[C:10]([CH2:13][CH2:14][CH:15]4[CH2:16][CH2:17][N:18]([C:21]([O:23][C:24]([CH3:26])([CH3:27])[CH3:25])=[O:22])[CH2:19][CH2:20]4)=[N:11][O:12][C:8]=3[CH:7]=2)[CH2:3][CH2:2]1, predict the reactants needed to synthesize it. The reactants are: [CH:1]1([CH2:4][O:5][C:6]2[C:29]([CH2:30]O)=[CH:28][C:9]3[C:10]([CH2:13][CH2:14][CH:15]4[CH2:20][CH2:19][N:18]([C:21]([O:23][C:24]([CH3:27])([CH3:26])[CH3:25])=[O:22])[CH2:17][CH2:16]4)=[N:11][O:12][C:8]=3[CH:7]=2)[CH2:3][CH2:2]1.CS(Cl)(=O)=O.[CH3:37][NH:38][CH3:39].[I-].[Na+].[Cl-].[Na+]. (2) The reactants are: F[C:2]1[CH:7]=[CH:6][CH:5]=[C:4]([F:8])[N:3]=1.[C-:9]#[N:10].[Na+]. Given the product [F:8][C:4]1[N:3]=[C:2]([C:9]#[N:10])[CH:7]=[CH:6][CH:5]=1, predict the reactants needed to synthesize it.